From a dataset of Forward reaction prediction with 1.9M reactions from USPTO patents (1976-2016). Predict the product of the given reaction. (1) Given the reactants [CH:1]1[C:6]([CH:7]=O)=[CH:5][C:4]2[O:9][CH2:10][O:11][C:3]=2[CH:2]=1.[CH3:12][C:13]([C:15]1[CH:20]=[CH:19][C:18]([O:21][CH3:22])=[C:17]([O:23][CH3:24])[C:16]=1[O:25][CH3:26])=[O:14].[OH-].[Na+], predict the reaction product. The product is: [CH2:10]1[O:11][C:3]2[CH:2]=[CH:1][C:6](/[CH:7]=[CH:12]/[C:13]([C:15]3[CH:20]=[CH:19][C:18]([O:21][CH3:22])=[C:17]([O:23][CH3:24])[C:16]=3[O:25][CH3:26])=[O:14])=[CH:5][C:4]=2[O:9]1. (2) Given the reactants [Cl:1][C:2]1[CH:7]=[CH:6][CH:5]=[CH:4][C:3]=1[C:8]1[C:9]([CH2:27][C:28]([OH:30])=O)=[C:10]([C:13]2[CH:18]=[CH:17][C:16]([C:19]([NH:21][CH:22]([CH2:25][CH3:26])[CH2:23][CH3:24])=[O:20])=[CH:15][CH:14]=2)[S:11][CH:12]=1.Cl.[N:32]1([C:37]([NH2:39])=[NH:38])[CH:36]=[CH:35][CH:34]=[N:33]1.C(N(C(C)C)CC)(C)C, predict the reaction product. The product is: [Cl:1][C:2]1[CH:7]=[CH:6][CH:5]=[CH:4][C:3]=1[C:8]1[C:9]([CH2:27][C:28](=[O:30])[NH:39][C:37](=[NH:38])[N:32]2[CH:36]=[CH:35][CH:34]=[N:33]2)=[C:10]([C:13]2[CH:18]=[CH:17][C:16]([C:19]([NH:21][CH:22]([CH2:25][CH3:26])[CH2:23][CH3:24])=[O:20])=[CH:15][CH:14]=2)[S:11][CH:12]=1.